This data is from Full USPTO retrosynthesis dataset with 1.9M reactions from patents (1976-2016). The task is: Predict the reactants needed to synthesize the given product. (1) The reactants are: [CH3:1][O:2][C:3](=[O:15])/[CH:4]=[CH:5]/[C:6]1[CH:7]=[C:8](B(O)O)[CH:9]=[CH:10][CH:11]=1.I[C:17]1[N:22]=[C:21]([NH2:23])[N:20]=[C:19]([NH:24][CH3:25])[CH:18]=1. Given the product [NH2:23][C:21]1[N:22]=[C:17]([C:8]2[CH:7]=[C:6](/[CH:5]=[CH:4]/[C:3]([O:2][CH3:1])=[O:15])[CH:11]=[CH:10][CH:9]=2)[CH:18]=[C:19]([NH:24][CH3:25])[N:20]=1, predict the reactants needed to synthesize it. (2) Given the product [OH:31][CH2:30][CH:27]1[CH2:28][CH2:29][N:24]([C:2]2[N:7]3[N:8]=[CH:9][CH:10]=[C:6]3[N:5]=[C:4]([NH:11][C:12](=[O:23])[C:13]3[CH:18]=[CH:17][C:16]([C:19]([OH:22])([CH3:21])[CH3:20])=[CH:15][CH:14]=3)[CH:3]=2)[CH2:25][CH2:26]1, predict the reactants needed to synthesize it. The reactants are: Cl[C:2]1[N:7]2[N:8]=[CH:9][CH:10]=[C:6]2[N:5]=[C:4]([NH:11][C:12](=[O:23])[C:13]2[CH:18]=[CH:17][C:16]([C:19]([OH:22])([CH3:21])[CH3:20])=[CH:15][CH:14]=2)[CH:3]=1.[NH:24]1[CH2:29][CH2:28][CH:27]([CH2:30][OH:31])[CH2:26][CH2:25]1. (3) Given the product [Cl:14][C:11]1[CH:12]=[CH:13][C:8]([O:7][CH2:6][C:5]2[CH:15]=[CH:16][C:2]([C:52]([NH:21][S:18]([CH3:17])(=[O:20])=[O:19])=[O:51])=[CH:3][CH:4]=2)=[N:9][CH:10]=1, predict the reactants needed to synthesize it. The reactants are: Br[C:2]1[CH:16]=[CH:15][C:5]([CH2:6][O:7][C:8]2[CH:13]=[CH:12][C:11]([Cl:14])=[CH:10][N:9]=2)=[CH:4][CH:3]=1.[CH3:17][S:18]([NH2:21])(=[O:20])=[O:19].F[B-](F)(F)F.C([PH+](C(C)(C)C)C(C)(C)C)(C)(C)C.N12CCCN=C1CCCCC2.[O:51]1CCOC[CH2:52]1. (4) Given the product [C:15]([O:14][C:12](=[O:13])[NH:10][C:8]1[CH:7]=[CH:6][C:5]([NH2:11])=[C:4]([N+:1]([O-:3])=[O:2])[CH:9]=1)([CH3:18])([CH3:17])[CH3:16], predict the reactants needed to synthesize it. The reactants are: [N+:1]([C:4]1[CH:9]=[C:8]([NH2:10])[CH:7]=[CH:6][C:5]=1[NH2:11])([O-:3])=[O:2].[C:12](O[C:12]([O:14][C:15]([CH3:18])([CH3:17])[CH3:16])=[O:13])([O:14][C:15]([CH3:18])([CH3:17])[CH3:16])=[O:13]. (5) Given the product [CH3:27][N:28]([CH3:29])[CH2:2][C:3]([NH:5][C:6]1[CH:19]=[CH:18][C:17]2[C:16](=[O:20])[C:15]3[C:10](=[CH:11][C:12]([NH:21][C:22](=[O:25])[CH2:23][N:30]([CH3:35])[CH3:31])=[CH:13][CH:14]=3)[C:9](=[O:26])[C:8]=2[CH:7]=1)=[O:4], predict the reactants needed to synthesize it. The reactants are: Cl[CH2:2][C:3]([NH:5][C:6]1[CH:19]=[CH:18][C:17]2[C:16](=[O:20])[C:15]3[C:10](=[CH:11][C:12]([NH:21][C:22](=[O:25])[CH2:23]Cl)=[CH:13][CH:14]=3)[C:9](=[O:26])[C:8]=2[CH:7]=1)=[O:4].[CH3:27][NH:28][CH3:29].[N:30]1[CH:35]=CC=C[CH:31]=1. (6) Given the product [Cl:20][C:21]1[CH:22]=[C:23]([C:2]2[CH:3]=[C:4]3[C:9](=[CH:10][CH:11]=2)[S:8][CH2:7][CH2:6][C@@:5]23[C:16]([F:18])([F:17])[CH2:15][O:14][C:13]([NH2:19])=[N:12]2)[CH:24]=[N:25][CH:26]=1, predict the reactants needed to synthesize it. The reactants are: Br[C:2]1[CH:3]=[C:4]2[C:9](=[CH:10][CH:11]=1)[S:8][CH2:7][CH2:6][C@@:5]12[C:16]([F:18])([F:17])[CH2:15][O:14][C:13]([NH2:19])=[N:12]1.[Cl:20][C:21]1[CH:22]=[C:23](B(O)O)[CH:24]=[N:25][CH:26]=1.